Dataset: Forward reaction prediction with 1.9M reactions from USPTO patents (1976-2016). Task: Predict the product of the given reaction. (1) Given the reactants [CH2:1]([O:8][C:9]([NH:11][C:12]1([CH:16]([CH3:20])[C:17]([OH:19])=[O:18])[CH2:15][O:14][CH2:13]1)=[O:10])[C:2]1[CH:7]=[CH:6][CH:5]=[CH:4][CH:3]=1.C(N(CC)CC)C.Br[CH2:29][C:30]([C:32]1[CH:37]=[CH:36][C:35]([C:38]([F:41])([F:40])[F:39])=[CH:34][CH:33]=1)=[O:31], predict the reaction product. The product is: [CH2:1]([O:8][C:9]([NH:11][C:12]1([CH:16]([CH3:20])[C:17]([O:19][CH2:29][C:30](=[O:31])[C:32]2[CH:33]=[CH:34][C:35]([C:38]([F:39])([F:40])[F:41])=[CH:36][CH:37]=2)=[O:18])[CH2:13][O:14][CH2:15]1)=[O:10])[C:2]1[CH:7]=[CH:6][CH:5]=[CH:4][CH:3]=1. (2) Given the reactants [CH3:1][C:2]1[C:6]([C:7]2[CH:12]=[CH:11][C:10]([CH3:13])=[CH:9][CH:8]=2)=[C:5]([NH2:14])[NH:4][N:3]=1.[F:15][C:16]1[CH:21]=[CH:20][C:19]([C:22](=O)[CH2:23][C:24](OCC)=[O:25])=[CH:18][CH:17]=1, predict the reaction product. The product is: [CH3:13][C:10]1[CH:11]=[CH:12][C:7]([C:6]2[C:2]([CH3:1])=[N:3][N:4]3[C:22]([C:19]4[CH:20]=[CH:21][C:16]([F:15])=[CH:17][CH:18]=4)=[CH:23][C:24](=[O:25])[NH:14][C:5]=23)=[CH:8][CH:9]=1. (3) Given the reactants [Br:1][C:2]1[CH:10]=[CH:9][C:8]([C:11]([OH:13])=O)=[C:7]2[C:3]=1[CH:4]=[C:5]([C:14]1[CH2:15][N:16]([C:19]([O:21][C:22]([CH3:25])([CH3:24])[CH3:23])=[O:20])[CH2:17][CH:18]=1)[NH:6]2.C1C[N:29]([P+](ON2N=NC3C=CC=CC2=3)(N2CCCC2)N2CCCC2)CC1.F[P-](F)(F)(F)(F)F.C1C=CC2N(O)N=NC=2C=1.CCN(C(C)C)C(C)C.[NH4+].[Cl-], predict the reaction product. The product is: [Br:1][C:2]1[CH:10]=[CH:9][C:8]([C:11](=[O:13])[NH2:29])=[C:7]2[C:3]=1[CH:4]=[C:5]([C:14]1[CH2:15][N:16]([C:19]([O:21][C:22]([CH3:24])([CH3:25])[CH3:23])=[O:20])[CH2:17][CH:18]=1)[NH:6]2. (4) Given the reactants CC(C)([O-])C.[K+].[C:7]([O:11][C:12](=[O:37])[NH:13][C:14]([CH3:36])([CH3:35])[CH2:15][N:16]([C:21]1[CH:26]=[CH:25][CH:24]=[CH:23][C:22]=1[O:27][CH2:28][C:29]1[CH:34]=[CH:33][CH:32]=[CH:31][CH:30]=1)[C:17](=[O:20])[CH2:18]Br)([CH3:10])([CH3:9])[CH3:8].[Cl-].[NH4+].O, predict the reaction product. The product is: [C:7]([O:11][C:12]([N:13]1[CH2:18][C:17](=[O:20])[N:16]([C:21]2[CH:26]=[CH:25][CH:24]=[CH:23][C:22]=2[O:27][CH2:28][C:29]2[CH:34]=[CH:33][CH:32]=[CH:31][CH:30]=2)[CH2:15][C:14]1([CH3:36])[CH3:35])=[O:37])([CH3:10])([CH3:9])[CH3:8]. (5) Given the reactants [C:1]1([CH:7](O)[CH2:8][CH2:9]OS(C2C=CC(C)=CC=2)(=O)=O)[CH:6]=[CH:5][CH:4]=[CH:3][CH:2]=1.[NH:22]1[CH2:27][CH2:26][CH:25]([N:28]([CH2:42][CH3:43])[C:29](=[O:41])[CH2:30][C:31]2[CH:36]=[CH:35][C:34]([S:37]([CH3:40])(=[O:39])=[O:38])=[CH:33][CH:32]=2)[CH2:24][CH2:23]1.C(=O)([O-])[O-].[K+].[K+].[Cl:50]CCl, predict the reaction product. The product is: [C:1]1([CH:7]([Cl:50])[CH2:8][CH2:9][N:22]2[CH2:27][CH2:26][CH:25]([N:28]([CH2:42][CH3:43])[C:29](=[O:41])[CH2:30][C:31]3[CH:36]=[CH:35][C:34]([S:37]([CH3:40])(=[O:38])=[O:39])=[CH:33][CH:32]=3)[CH2:24][CH2:23]2)[CH:6]=[CH:5][CH:4]=[CH:3][CH:2]=1.